From a dataset of Reaction yield outcomes from USPTO patents with 853,638 reactions. Predict the reaction yield, written as a fraction of the theoretical maximum amount of product (1.0 means a 100% yield; for example, 0.34 means a 34% yield). (1) The reactants are [Cl:1][C:2]1[C:11]2[C:6](=[CH:7][C:8]([O:14][CH2:15][CH2:16][CH2:17][N:18]3[CH2:22][CH2:21][CH2:20][CH2:19]3)=[C:9]([O:12][CH3:13])[CH:10]=2)[N:5]=[CH:4][N:3]=1.[NH2:23][C:24]1[CH:25]=[C:26]2[C:30](=[CH:31][CH:32]=1)[NH:29][CH:28]=[CH:27]2.Cl. The catalyst is C(O)(C)C. The product is [ClH:1].[NH:29]1[C:30]2[C:26](=[CH:25][C:24]([NH:23][C:2]3[C:11]4[C:6](=[CH:7][C:8]([O:14][CH2:15][CH2:16][CH2:17][N:18]5[CH2:22][CH2:21][CH2:20][CH2:19]5)=[C:9]([O:12][CH3:13])[CH:10]=4)[N:5]=[CH:4][N:3]=3)=[CH:32][CH:31]=2)[CH:27]=[CH:28]1. The yield is 0.720. (2) The reactants are [F:1][C:2]([F:24])([F:23])[CH:3]([C:14]1[CH:19]=[C:18]([Cl:20])[C:17]([Cl:21])=[C:16]([Cl:22])[CH:15]=1)/[CH:4]=[CH:5]/[C:6]1[CH:11]=[CH:10][C:9]([O:12][NH2:13])=[CH:8][CH:7]=1.CCN=C=NCCCN(C)C.Cl.C1C=CC2N(O)N=NC=2C=1.CCN(C(C)C)C(C)C.[CH:56]1([C:59](O)=[O:60])[CH2:58][CH2:57]1. The catalyst is C(Cl)Cl.O. The product is [F:24][C:2]([F:1])([F:23])[CH:3]([C:14]1[CH:15]=[C:16]([Cl:22])[C:17]([Cl:21])=[C:18]([Cl:20])[CH:19]=1)/[CH:4]=[CH:5]/[C:6]1[CH:11]=[CH:10][C:9]([O:12][NH:13][C:59]([CH:56]2[CH2:58][CH2:57]2)=[O:60])=[CH:8][CH:7]=1. The yield is 0.340. (3) The reactants are [Na].[CH3:2][O-:3].[Na+].F[C:6]1[C:13]([F:14])=[CH:12][CH:11]=[C:10]([F:15])[C:7]=1[C:8]#[N:9]. The catalyst is CO. The product is [F:14][C:13]1[C:6]([O:3][CH3:2])=[C:7]([C:10]([F:15])=[CH:11][CH:12]=1)[C:8]#[N:9]. The yield is 0.910. (4) The reactants are [CH2:1]([N:8]1[CH2:13][CH2:12][CH:11]([C:14]([O:16]CC)=O)[CH2:10][CH2:9]1)[C:2]1[CH:7]=[CH:6][CH:5]=[CH:4][CH:3]=1.Cl.[CH3:20][NH:21][O:22][CH3:23].C([Mg]Cl)(C)C. The catalyst is C1COCC1. The product is [CH2:1]([N:8]1[CH2:9][CH2:10][CH:11]([C:14]([N:21]([O:22][CH3:23])[CH3:20])=[O:16])[CH2:12][CH2:13]1)[C:2]1[CH:3]=[CH:4][CH:5]=[CH:6][CH:7]=1. The yield is 0.840. (5) The reactants are [NH2:1][C@:2]12[CH2:37][CH2:36][C@@H:35]([C:38]([CH3:40])=[CH2:39])[C@@H:3]1[C@@H:4]1[C@@:17]([CH3:20])([CH2:18][CH2:19]2)[C@@:16]2([CH3:21])[C@@H:7]([C@:8]3([CH3:34])[C@@H:13]([CH2:14][CH2:15]2)[C:12]([CH3:23])([CH3:22])[C:11]([C:24]2[CH:33]=[CH:32][C:27]([C:28]([O:30][CH3:31])=[O:29])=[CH:26][CH:25]=2)=[CH:10][CH2:9]3)[CH2:6][CH2:5]1.[C:41]([O:45][CH3:46])(=[O:44])[CH:42]=[CH2:43].C(N(CC)CC)C. The catalyst is C(O)C. The product is [CH3:46][O:45][C:41](=[O:44])[CH2:42][CH2:43][NH:1][C@:2]12[CH2:37][CH2:36][C@@H:35]([C:38]([CH3:40])=[CH2:39])[C@@H:3]1[C@@H:4]1[C@@:17]([CH3:20])([CH2:18][CH2:19]2)[C@@:16]2([CH3:21])[C@@H:7]([C@:8]3([CH3:34])[C@@H:13]([CH2:14][CH2:15]2)[C:12]([CH3:22])([CH3:23])[C:11]([C:24]2[CH:25]=[CH:26][C:27]([C:28]([O:30][CH3:31])=[O:29])=[CH:32][CH:33]=2)=[CH:10][CH2:9]3)[CH2:6][CH2:5]1. The yield is 0.650. (6) The reactants are [F:1][C:2]1[CH:7]=[CH:6][CH:5]=[C:4]([F:8])[C:3]=1[N:9]1[C:14]2[N:15]=[C:16]([NH:27][CH2:28][C:29](O)=[O:30])[N:17]=[C:18]([C:19]3[CH:24]=[CH:23][C:22]([F:25])=[CH:21][C:20]=3[CH3:26])[C:13]=2[CH:12]=[CH:11][C:10]1=[O:32].Cl.[NH:34]1[CH2:37][CH:36]([OH:38])[CH2:35]1.CN1CCOCC1. The catalyst is CN(C=O)C. The product is [F:8][C:4]1[CH:5]=[CH:6][CH:7]=[C:2]([F:1])[C:3]=1[N:9]1[C:14]2[N:15]=[C:16]([NH:27][CH2:28][C:29]([N:34]3[CH2:37][CH:36]([OH:38])[CH2:35]3)=[O:30])[N:17]=[C:18]([C:19]3[CH:24]=[CH:23][C:22]([F:25])=[CH:21][C:20]=3[CH3:26])[C:13]=2[CH:12]=[CH:11][C:10]1=[O:32]. The yield is 0.490.